This data is from Full USPTO retrosynthesis dataset with 1.9M reactions from patents (1976-2016). The task is: Predict the reactants needed to synthesize the given product. (1) Given the product [CH2:9]([N:16]1[CH2:25][CH2:24][C:23]2[N:22]=[C:21]([O:6][CH:4]([CH:1]3[CH2:3][CH2:2]3)[CH3:5])[CH:20]=[CH:19][C:18]=2[CH2:17]1)[C:10]1[CH:11]=[CH:12][CH:13]=[CH:14][CH:15]=1, predict the reactants needed to synthesize it. The reactants are: [CH:1]1([CH:4]([OH:6])[CH3:5])[CH2:3][CH2:2]1.[H-].[Na+].[CH2:9]([N:16]1[CH2:25][CH2:24][C:23]2[N:22]=[C:21](Cl)[CH:20]=[CH:19][C:18]=2[CH2:17]1)[C:10]1[CH:15]=[CH:14][CH:13]=[CH:12][CH:11]=1.O. (2) Given the product [C:28]([O:31][C:32]1[CH:33]=[C:34]([CH:38]=[C:39]([N:41]([CH2:46][CH2:47][N:48]2[CH2:49][CH2:50][O:51][CH2:52][CH2:53]2)[S:42]([CH3:45])(=[O:43])=[O:44])[CH:40]=1)[C:35]([O:10][C@H:9]([C:11]1[CH:16]=[CH:15][C:14]([O:17][CH:18]([F:20])[F:19])=[C:13]([O:21][CH2:22][CH:23]2[CH2:25][CH2:24]2)[CH:12]=1)[CH2:8][C:7]1[C:6]([Cl:26])=[CH:5][N+:4]([O-:27])=[CH:3][C:2]=1[Cl:1])=[O:36])(=[O:30])[CH3:29], predict the reactants needed to synthesize it. The reactants are: [Cl:1][C:2]1[CH:3]=[N+:4]([O-:27])[CH:5]=[C:6]([Cl:26])[C:7]=1[CH2:8][C@@H:9]([C:11]1[CH:16]=[CH:15][C:14]([O:17][CH:18]([F:20])[F:19])=[C:13]([O:21][CH2:22][CH:23]2[CH2:25][CH2:24]2)[CH:12]=1)[OH:10].[C:28]([O:31][C:32]1[CH:33]=[C:34]([CH:38]=[C:39]([N:41]([CH2:46][CH2:47][N:48]2[CH2:53][CH2:52][O:51][CH2:50][CH2:49]2)[S:42]([CH3:45])(=[O:44])=[O:43])[CH:40]=1)[C:35](O)=[O:36])(=[O:30])[CH3:29].C(Cl)CCl. (3) The reactants are: [Cl:1][C:2]1[CH:7]=[CH:6][C:5]([CH2:8][C:9]2[C:18]3[C:13](=[CH:14][CH:15]=[CH:16][CH:17]=3)[C:12](=[O:19])[N:11]([CH2:20][C@H:21]3[CH2:25][CH2:24][CH2:23][NH:22]3)[N:10]=2)=[CH:4][CH:3]=1.C(=O)([O-])[O-].[K+].[K+].Br[CH2:33][C:34]([O:36][C:37]([CH3:40])([CH3:39])[CH3:38])=[O:35]. Given the product [Cl:1][C:2]1[CH:7]=[CH:6][C:5]([CH2:8][C:9]2[C:18]3[C:13](=[CH:14][CH:15]=[CH:16][CH:17]=3)[C:12](=[O:19])[N:11]([CH2:20][C@H:21]3[CH2:25][CH2:24][CH2:23][N:22]3[CH2:33][C:34]([O:36][C:37]([CH3:40])([CH3:39])[CH3:38])=[O:35])[N:10]=2)=[CH:4][CH:3]=1, predict the reactants needed to synthesize it. (4) Given the product [C:18]([C:15]1[CH:16]=[CH:17][C:12]([O:11][CH:6]([CH2:7][CH:8]([CH3:10])[CH3:9])[C:5]([OH:24])=[O:4])=[CH:13][C:14]=1[C:20]([F:21])([F:23])[F:22])#[N:19], predict the reactants needed to synthesize it. The reactants are: C([O:4][C:5](=[O:24])[CH:6]([O:11][C:12]1[CH:17]=[CH:16][C:15]([C:18]#[N:19])=[C:14]([C:20]([F:23])([F:22])[F:21])[CH:13]=1)[CH2:7][CH:8]([CH3:10])[CH3:9])(C)C.[Li+].[OH-].